This data is from Peptide-MHC class I binding affinity with 185,985 pairs from IEDB/IMGT. The task is: Regression. Given a peptide amino acid sequence and an MHC pseudo amino acid sequence, predict their binding affinity value. This is MHC class I binding data. (1) The peptide sequence is RTHEESLRL. The MHC is HLA-C15:02 with pseudo-sequence HLA-C15:02. The binding affinity (normalized) is 0.679. (2) The peptide sequence is MVFILLPQR. The MHC is HLA-A03:01 with pseudo-sequence HLA-A03:01. The binding affinity (normalized) is 0.295. (3) The peptide sequence is TMHQDVATF. The MHC is BoLA-D18.4 with pseudo-sequence BoLA-D18.4. The binding affinity (normalized) is 0.447. (4) The peptide sequence is DIRQDVIAM. The MHC is HLA-A01:01 with pseudo-sequence HLA-A01:01. The binding affinity (normalized) is 0.0847. (5) The peptide sequence is YMFESKSMK. The MHC is HLA-A31:01 with pseudo-sequence HLA-A31:01. The binding affinity (normalized) is 0.714.